From a dataset of Experimentally validated miRNA-target interactions with 360,000+ pairs, plus equal number of negative samples. Binary Classification. Given a miRNA mature sequence and a target amino acid sequence, predict their likelihood of interaction. (1) Result: 1 (interaction). The miRNA is hsa-miR-1185-2-3p with sequence AUAUACAGGGGGAGACUCUCAU. The protein sequence of the target gene is MAYPGHPGAGGGYYPGGYGGAPGGPAFPGQTQDPLYGYFAAVAGQDGQIDADELQRCLTQSGIAGGYKPFNLETCRLMVSMLDRDMSGTMGFNEFKELWAVLNGWRQHFISFDTDRSGTVDPQELQKALTTMGFRLSPQAVNSIAKRYSTNGKITFDDYIACCVKLRALTDSFRRRDTAQQGVVNFPYDDFIQCVMSV. (2) The miRNA is cel-miR-249-3p with sequence UCACAGGACUUUUGAGCGUUGCC. The protein sequence of the target gene is MAGNAVDNANHLTYFFGNITREEAEDYLVQGGMTDGLYLLRQSRNYLGGFALSVAHNRKAHHYTIERELNGTYAISGGRAHASPADLCHYHSQEPEGLVCLLKKPFNRPPGVQPKTGPFEDLKENLIREYVKQTWNLQGQALEQAIISQKPQLEKLIATTAHEKMPWFHGNISRDESEQTVLIGSKTNGKFLIRARDNNGSFALCLLHEGKVLHYRIDRDKTGKLSIPEGKKFDTLWQLVEHYSYKPDGLLRVLTVPCQKIGVQMGHPGSSNAHPVTWSPGGIISRIKSYSFPKPGHKKP.... Result: 0 (no interaction). (3) The miRNA is mmu-miR-453 with sequence AGGUUGCCUCAUAGUGAGCUUGCA. The protein sequence of the target gene is MAPLGLKAVVGEKILSGVIRSVKKDGEWKVLIMDHPSMRILSSCCKMSDILAEGITIVEDINKRREPIPSLEAIYLLSPTEKSVQALIADFQGTPTFTYKAAHIFFTDTCPEPLFSELGRSRLAKAVKTLKEIHLAFLPYEAQVFSLDAPHSTYNLYCPFRAGERGRQLDALAQQIATLCATLQEYPSIRYRKGPEDTAQLAHAVLAKLNAFKADTPSLGEGPEKTRSQLLIMDRAADPVSPLLHELTFQAMAYDLLDIEQDTYRYETTGLSESREKAVLLDEDDDLWVELRHMHIADVS.... Result: 1 (interaction).